This data is from Peptide-MHC class I binding affinity with 185,985 pairs from IEDB/IMGT. The task is: Regression. Given a peptide amino acid sequence and an MHC pseudo amino acid sequence, predict their binding affinity value. This is MHC class I binding data. The peptide sequence is FPDGKPFTL. The MHC is HLA-A02:01 with pseudo-sequence HLA-A02:01. The binding affinity (normalized) is 0.0847.